This data is from Forward reaction prediction with 1.9M reactions from USPTO patents (1976-2016). The task is: Predict the product of the given reaction. (1) Given the reactants [F:1][C:2]([F:37])([F:36])[C:3]1[CH:4]=[C:5]([C:13]([N:15]2[C@H:20]([CH2:21][C:22]3[C:30]4[C:25](=[CH:26][CH:27]=[CH:28][CH:29]=4)[NH:24][CH:23]=3)[CH2:19][N:18]3[CH2:31][C@@H:32](O)[CH2:33][CH2:34][C@@H:17]3[CH2:16]2)=[O:14])[CH:6]=[C:7]([C:9]([F:12])([F:11])[F:10])[CH:8]=1.C(Br)(Br)(Br)[Br:39].C1(P(C2C=CC=CC=2)C2C=CC=CC=2)C=CC=CC=1, predict the reaction product. The product is: [F:1][C:2]([F:37])([F:36])[C:3]1[CH:4]=[C:5]([C:13]([N:15]2[C@H:20]([CH2:21][C:22]3[C:30]4[C:25](=[CH:26][CH:27]=[CH:28][CH:29]=4)[NH:24][CH:23]=3)[CH2:19][N:18]3[CH2:31][CH:32]([Br:39])[CH2:33][CH2:34][C@@H:17]3[CH2:16]2)=[O:14])[CH:6]=[C:7]([C:9]([F:12])([F:11])[F:10])[CH:8]=1. (2) Given the reactants [CH2:1]([O:3][C:4]1[CH:5]=[C:6]([C@H:12]([N:16]2[CH2:24][C:23]3[C:18](=[C:19]([N+:25]([O-:27])=[O:26])[CH:20]=[CH:21][CH:22]=3)[C:17]2=[O:28])CCO)[CH:7]=[CH:8][C:9]=1[O:10][CH3:11])[CH3:2].[C:29]([O:33][C:34]([O:36][NH:37][C:38]([O:40]C(C)(C)C)=O)=[O:35])([CH3:32])([CH3:31])[CH3:30].[C:45]1(P(C2C=CC=CC=2)C2C=CC=CC=2)C=CC=C[CH:46]=1.N(C([O:74][CH:75]([CH3:77])[CH3:76])=O)=NC([O:74][CH:75]([CH3:77])[CH3:76])=O.[CH2:78]1COCC1, predict the reaction product. The product is: [C:29]([O:33][C:34]([O:36][N:37]([O:74][C:75]([CH3:76])([CH3:77])[CH3:78])[C:38]([CH2:45][CH2:46][C@H:12]([C:6]1[CH:7]=[CH:8][C:9]([O:10][CH3:11])=[C:4]([O:3][CH2:1][CH3:2])[CH:5]=1)[N:16]1[CH2:24][C:23]2[C:18](=[C:19]([N+:25]([O-:27])=[O:26])[CH:20]=[CH:21][CH:22]=2)[C:17]1=[O:28])=[O:40])=[O:35])([CH3:30])([CH3:31])[CH3:32]. (3) Given the reactants [Cl:1][C:2]1[C:3]([CH3:37])=[N:4][O:5][C:6]=1[N:7](COCCOC)[S:8]([C:11]1[C:19]2[C:14](=[N:15][CH:16]=[CH:17][CH:18]=2)[S:13][C:12]=1[CH2:20][C:21]1[C:26]([O:27][CH3:28])=[CH:25][CH:24]=[CH:23][C:22]=1[O:29][CH3:30])(=[O:10])=[O:9].Cl, predict the reaction product. The product is: [Cl:1][C:2]1[C:3]([CH3:37])=[N:4][O:5][C:6]=1[NH:7][S:8]([C:11]1[C:19]2[C:14](=[N:15][CH:16]=[CH:17][CH:18]=2)[S:13][C:12]=1[CH2:20][C:21]1[C:26]([O:27][CH3:28])=[CH:25][CH:24]=[CH:23][C:22]=1[O:29][CH3:30])(=[O:9])=[O:10]. (4) Given the reactants N1(C([O-])=O)CCC=CC1.[Si:10]([O:17][CH2:18][C@@H:19]1[CH:24]=[C:23]([CH2:25][OH:26])[C:22](=[O:27])[CH2:21][N:20]1[C:28]([O:30][C:31]([CH3:34])([CH3:33])[CH3:32])=[O:29])([C:13]([CH3:16])([CH3:15])[CH3:14])([CH3:12])[CH3:11].ClC(Cl)(Cl)C(=N)O[CH2:39][C:40]1[CH:45]=[CH:44][C:43]([O:46][CH3:47])=[CH:42][CH:41]=1.C(S([O-])(=O)=O)(F)(F)F.C(S([O-])(=O)=O)(F)(F)F.C(S([O-])(=O)=O)(F)(F)F.[La+3], predict the reaction product. The product is: [Si:10]([O:17][CH2:18][C@@H:19]1[CH:24]=[C:23]([CH2:25][O:26][CH2:39][C:40]2[CH:45]=[CH:44][C:43]([O:46][CH3:47])=[CH:42][CH:41]=2)[C:22](=[O:27])[CH2:21][N:20]1[C:28]([O:30][C:31]([CH3:34])([CH3:33])[CH3:32])=[O:29])([C:13]([CH3:16])([CH3:15])[CH3:14])([CH3:12])[CH3:11]. (5) Given the reactants C1(O[C:8](=[O:49])[N:9]([C:19]2[CH:24]=[C:23]([O:25][C:26]3[CH:31]=[CH:30][C:29]([NH:32][C:33]([C:35]4([C:38](=[O:47])[NH:39][C:40]5[CH:45]=[CH:44][C:43]([F:46])=[CH:42][CH:41]=5)[CH2:37][CH2:36]4)=[O:34])=[CH:28][C:27]=3[F:48])[CH:22]=[CH:21][N:20]=2)C(OC2C=CC=CC=2)=O)C=CC=CC=1.[CH3:50][N:51]1[CH2:56][CH2:55][CH:54]([N:57]2[CH2:62][CH2:61][NH:60][CH2:59][CH2:58]2)[CH2:53][CH2:52]1, predict the reaction product. The product is: [F:48][C:27]1[CH:28]=[C:29]([NH:32][C:33]([C:35]2([C:38]([NH:39][C:40]3[CH:41]=[CH:42][C:43]([F:46])=[CH:44][CH:45]=3)=[O:47])[CH2:36][CH2:37]2)=[O:34])[CH:30]=[CH:31][C:26]=1[O:25][C:23]1[CH:22]=[CH:21][N:20]=[C:19]([NH:9][C:8]([N:60]2[CH2:59][CH2:58][N:57]([CH:54]3[CH2:55][CH2:56][N:51]([CH3:50])[CH2:52][CH2:53]3)[CH2:62][CH2:61]2)=[O:49])[CH:24]=1. (6) Given the reactants [OH:1][C@H:2]([C@H:4]([CH2:9][CH:10]=[C:11]([CH3:13])[CH3:12])[C:5]([O:7][CH3:8])=[O:6])[CH3:3], predict the reaction product. The product is: [OH:1][C@H:2]([C@H:4]([CH2:9][CH2:10][CH:11]([CH3:13])[CH3:12])[C:5]([O:7][CH3:8])=[O:6])[CH3:3]. (7) Given the reactants [S:1]1[C:5]2[CH:6]=[CH:7][CH:8]=[CH:9][C:4]=2[N:3]=[C:2]1[O:10][CH2:11][C:12]([O:14]CC)=[O:13].[OH-].[Na+].Cl, predict the reaction product. The product is: [S:1]1[C:5]2[CH:6]=[CH:7][CH:8]=[CH:9][C:4]=2[N:3]=[C:2]1[O:10][CH2:11][C:12]([OH:14])=[O:13]. (8) Given the reactants [CH3:1][O:2][C:3]1[CH:4]=[C:5]([C:11]2[C:16]([C:17]3[CH:22]=[CH:21][C:20]([F:23])=[CH:19][CH:18]=3)=[C:15]([CH3:24])N=[CH:13][C:12]=2[C:25](OCC)=[O:26])[CH:6]=[C:7]([O:9][CH3:10])[CH:8]=1.[CH3:30][Mg]I.[Cl-].[NH4+:34], predict the reaction product. The product is: [CH3:10][O:9][C:7]1[CH:6]=[C:5]([C:11]2[C:16]([C:17]3[CH:18]=[CH:19][C:20]([F:23])=[CH:21][CH:22]=3)=[C:15]([CH3:24])[N:34]=[CH:13][C:12]=2[C:25](=[O:26])[CH3:30])[CH:4]=[C:3]([O:2][CH3:1])[CH:8]=1. (9) Given the reactants [NH2:1][C:2]1[CH:15]=[CH:14][C:13]([Cl:16])=[CH:12][C:3]=1[C:4]([C:6]1[CH:11]=[CH:10][CH:9]=[CH:8][CH:7]=1)=[O:5].[CH:17]1[C:22]([S:23](Cl)(=[O:25])=[O:24])=[CH:21][CH:20]=[C:19]([I:27])[CH:18]=1.Cl, predict the reaction product. The product is: [C:4]([C:3]1[CH:12]=[C:13]([Cl:16])[CH:14]=[CH:15][C:2]=1[NH:1][S:23]([C:22]1[CH:17]=[CH:18][C:19]([I:27])=[CH:20][CH:21]=1)(=[O:25])=[O:24])(=[O:5])[C:6]1[CH:7]=[CH:8][CH:9]=[CH:10][CH:11]=1. (10) Given the reactants Br[C:2]1[C:6]([C:7]2[CH:8]=[CH:9][C:10]3[O:15][CH2:14][CH2:13][CH2:12][C:11]=3[CH:16]=2)=[C:5]([CH:17]([O:22][C:23]([CH3:26])([CH3:25])[CH3:24])[C:18]([O:20]C)=[O:19])[N:4]([CH3:27])[N:3]=1.C(=O)([O-])[O-].[Na+].[Na+].[CH:34]12[CH2:40][CH:37]([CH2:38][CH2:39]1)[CH:36]=[C:35]2B(O)O.ClCCl, predict the reaction product. The product is: [CH:34]12[CH2:40][CH:37]([CH2:38][CH2:39]1)[CH:36]=[C:35]2[C:2]1[C:6]([C:7]2[CH:8]=[CH:9][C:10]3[O:15][CH2:14][CH2:13][CH2:12][C:11]=3[CH:16]=2)=[C:5]([CH:17]([O:22][C:23]([CH3:24])([CH3:26])[CH3:25])[C:18]([OH:20])=[O:19])[N:4]([CH3:27])[N:3]=1.